This data is from Full USPTO retrosynthesis dataset with 1.9M reactions from patents (1976-2016). The task is: Predict the reactants needed to synthesize the given product. (1) The reactants are: [C:1]1([C:15]([O-])=[C:11]([N+:12]([O-:14])=[O:13])[CH:10]=[C:6]([N+:7]([O-:9])=[O:8])[CH:5]=1)[N+:2]([O-:4])=[O:3].[NH4+:17].P([O-])([O-])(O)=O.[NH4+].[NH4+].S1(CCCC1)(=O)=O. Given the product [CH:5]1[C:1]([N+:2]([O-:4])=[O:3])=[C:15]([NH2:17])[C:11]([N+:12]([O-:14])=[O:13])=[CH:10][C:6]=1[N+:7]([O-:9])=[O:8], predict the reactants needed to synthesize it. (2) Given the product [CH:9]([O-:11])=[O:10].[CH:9]([O-:11])=[O:10].[CH3:1][C:2]1[CH:3]=[CH:4][C:5]([CH2:6][NH:7][CH:8]([C:20]2[CH:21]=[CH:22][CH:23]=[CH:24][CH:25]=2)[C:9]([O:11][C@@H:12]2[CH:17]3[CH2:16][CH2:15][N+:14]([CH2:29][C:30](=[O:31])[C:32]4[S:33][CH:34]=[CH:35][CH:36]=4)([CH2:19][CH2:18]3)[CH2:13]2)=[O:10])=[CH:26][CH:27]=1.[CH3:1][C:2]1[CH:3]=[CH:4][C:5]([CH2:6][NH:7][CH:8]([C:20]2[CH:21]=[CH:22][CH:23]=[CH:24][CH:25]=2)[C:9]([O:11][C@@H:12]2[CH:17]3[CH2:16][CH2:15][N+:14]([CH2:29][C:30]([C:32]4[S:33][CH:34]=[CH:35][CH:36]=4)=[O:31])([CH2:19][CH2:18]3)[CH2:13]2)=[O:10])=[CH:26][CH:27]=1, predict the reactants needed to synthesize it. The reactants are: [CH3:1][C:2]1[CH:27]=[CH:26][C:5]([CH2:6][NH:7][CH:8]([C:20]2[CH:25]=[CH:24][CH:23]=[CH:22][CH:21]=2)[C:9]([O:11][C@@H:12]2[CH:17]3[CH2:18][CH2:19][N:14]([CH2:15][CH2:16]3)[CH2:13]2)=[O:10])=[CH:4][CH:3]=1.Cl[CH2:29][C:30]([C:32]1[S:33][CH:34]=[CH:35][CH:36]=1)=[O:31].